Dataset: Full USPTO retrosynthesis dataset with 1.9M reactions from patents (1976-2016). Task: Predict the reactants needed to synthesize the given product. (1) Given the product [CH3:1][S:2]([C:5]1[CH:6]=[C:7]([C@H:11]2[CH2:16][CH2:15][N:14]([CH2:25][CH2:26][CH3:27])[CH2:13][C@H:12]2[CH3:17])[CH:8]=[CH:9][CH:10]=1)(=[O:4])=[O:3], predict the reactants needed to synthesize it. The reactants are: [CH3:1][S:2]([C:5]1[CH:6]=[C:7]([C@H:11]2[CH2:16][CH2:15][NH:14][CH2:13][C@H:12]2[CH3:17])[CH:8]=[CH:9][CH:10]=1)(=[O:4])=[O:3].C([O-])([O-])=O.[K+].[K+].I[CH2:25][CH2:26][CH3:27]. (2) Given the product [Br:13][CH2:1][C:2]1[S:6][N:5]=[N:4][C:3]=1[C:7]1[CH:8]=[CH:9][CH:10]=[CH:11][CH:12]=1, predict the reactants needed to synthesize it. The reactants are: [CH3:1][C:2]1[S:6][N:5]=[N:4][C:3]=1[C:7]1[CH:12]=[CH:11][CH:10]=[CH:9][CH:8]=1.[Br:13]N1C(=O)CCC1=O.C(OOC(=O)C1C=CC=CC=1)(=O)C1C=CC=CC=1. (3) Given the product [CH3:24][O:25][C:26]1[CH:34]=[CH:33][C:29]([C:30]([NH:1][CH2:2][C@H:3]2[N:8]([C:9]([C:11]3[N:12]=[C:13]([CH3:23])[S:14][C:15]=3[C:16]3[CH:17]=[C:18]([CH3:22])[CH:19]=[CH:20][CH:21]=3)=[O:10])[CH2:7][C@H:6]3[C@@H:4]2[CH2:5]3)=[O:31])=[CH:28][C:27]=1[CH3:35], predict the reactants needed to synthesize it. The reactants are: [NH2:1][CH2:2][C@H:3]1[N:8]([C:9]([C:11]2[N:12]=[C:13]([CH3:23])[S:14][C:15]=2[C:16]2[CH:17]=[C:18]([CH3:22])[CH:19]=[CH:20][CH:21]=2)=[O:10])[CH2:7][C@H:6]2[C@@H:4]1[CH2:5]2.[CH3:24][O:25][C:26]1[CH:34]=[CH:33][C:29]([C:30](O)=[O:31])=[CH:28][C:27]=1[CH3:35].